From a dataset of Forward reaction prediction with 1.9M reactions from USPTO patents (1976-2016). Predict the product of the given reaction. (1) Given the reactants Cl[C:2]1[N:11]=[C:10]([NH:12][CH2:13][CH:14]([C:21]2[CH:26]=[CH:25][CH:24]=[CH:23][CH:22]=2)[C:15]2[CH:20]=[CH:19][CH:18]=[CH:17][N:16]=2)[C:9]2[C:4](=[CH:5][CH:6]=[CH:7][CH:8]=2)[N:3]=1.[CH3:27][S:28]([NH:31][C:32]1[CH:37]=[CH:36][C:35](B(O)O)=[CH:34][CH:33]=1)(=[O:30])=[O:29].C([O-])([O-])=O.[K+].[K+], predict the reaction product. The product is: [C:21]1([CH:14]([C:15]2[CH:20]=[CH:19][CH:18]=[CH:17][N:16]=2)[CH2:13][NH:12][C:10]2[C:9]3[C:4](=[CH:5][CH:6]=[CH:7][CH:8]=3)[N:3]=[C:2]([C:35]3[CH:34]=[CH:33][C:32]([NH:31][S:28]([CH3:27])(=[O:29])=[O:30])=[CH:37][CH:36]=3)[N:11]=2)[CH:26]=[CH:25][CH:24]=[CH:23][CH:22]=1. (2) Given the reactants [N:1]1[CH:6]=[CH:5][CH:4]=[C:3]([O:7][CH2:8][C@H:9]2[CH2:11][C@@H:10]2[C:12]2[CH:13]=[C:14]([OH:18])[CH:15]=[N:16][CH:17]=2)[CH:2]=1.[H-].[Na+].[C:21]([O:25][C:26]([N:28]1[CH2:31][CH2:30][C@H:29]1[CH2:32]OS(C1C=CC(C)=CC=1)(=O)=O)=[O:27])([CH3:24])([CH3:23])[CH3:22].[NH4+].[Cl-], predict the reaction product. The product is: [C:21]([O:25][C:26]([N:28]1[CH2:31][CH2:30][C@H:29]1[CH2:32][O:18][C:14]1[CH:15]=[N:16][CH:17]=[C:12]([C@H:10]2[CH2:11][C@@H:9]2[CH2:8][O:7][C:3]2[CH:2]=[N:1][CH:6]=[CH:5][CH:4]=2)[CH:13]=1)=[O:27])([CH3:24])([CH3:22])[CH3:23]. (3) Given the reactants [F:1][C:2]1[CH:7]=[CH:6][C:5]([CH:8]2[CH2:13][CH:12]([O:14][CH3:15])[CH2:11][CH2:10][N:9]2C(OC2C=CC=CC=2)=O)=[CH:4][CH:3]=1.[OH-].[K+], predict the reaction product. The product is: [F:1][C:2]1[CH:7]=[CH:6][C:5]([CH:8]2[CH2:13][CH:12]([O:14][CH3:15])[CH2:11][CH2:10][NH:9]2)=[CH:4][CH:3]=1.